Dataset: Forward reaction prediction with 1.9M reactions from USPTO patents (1976-2016). Task: Predict the product of the given reaction. (1) Given the reactants [N+:1]([C:4]1[CH:9]=[CH:8][C:7]([S:10][CH:11]2[CH2:16][CH2:15][N:14]([C:17]([O:19][C:20]([CH3:23])([CH3:22])[CH3:21])=[O:18])[CH2:13][CH2:12]2)=[CH:6][CH:5]=1)([O-])=O, predict the reaction product. The product is: [NH2:1][C:4]1[CH:9]=[CH:8][C:7]([S:10][CH:11]2[CH2:12][CH2:13][N:14]([C:17]([O:19][C:20]([CH3:23])([CH3:22])[CH3:21])=[O:18])[CH2:15][CH2:16]2)=[CH:6][CH:5]=1. (2) Given the reactants [CH3:1][O:2][C:3]1[CH:4]=[C:5]2[C:10](=[CH:11][C:12]=1[O:13][CH3:14])[CH2:9][N:8]([CH2:15][CH2:16][C:17]1[CH:22]=[CH:21][C:20]([N:23]3[N:27]=[N:26][C:25]([C:28]4[CH:33]=[C:32]([O:34][CH3:35])[C:31]([O:36][CH3:37])=[CH:30][C:29]=4[NH:38][C:39]([C:41]4[O:42][C:43]5[C:48]([C:49](=[O:51])[CH:50]=4)=[CH:47][CH:46]=[CH:45][CH:44]=5)=[O:40])=[N:24]3)=[CH:19][CH:18]=1)[CH2:7][CH2:6]2.[CH3:52][S:53]([OH:56])(=[O:55])=[O:54], predict the reaction product. The product is: [CH3:52][S:53]([OH:56])(=[O:55])=[O:54].[CH3:1][O:2][C:3]1[CH:4]=[C:5]2[C:10](=[CH:11][C:12]=1[O:13][CH3:14])[CH2:9][N:8]([CH2:15][CH2:16][C:17]1[CH:22]=[CH:21][C:20]([N:23]3[N:27]=[N:26][C:25]([C:28]4[CH:33]=[C:32]([O:34][CH3:35])[C:31]([O:36][CH3:37])=[CH:30][C:29]=4[NH:38][C:39]([C:41]4[O:42][C:43]5[C:48]([C:49](=[O:51])[CH:50]=4)=[CH:47][CH:46]=[CH:45][CH:44]=5)=[O:40])=[N:24]3)=[CH:19][CH:18]=1)[CH2:7][CH2:6]2. (3) Given the reactants [C:1]([CH2:4][C:5](=[O:7])[CH3:6])(=O)[CH3:2].[O-]S([O-])(=O)=O.[Na+].[Na+].[CH3:15][N:16]([CH3:21])[CH2:17][CH:18]([NH2:20])[CH3:19], predict the reaction product. The product is: [CH3:15][N:16]([CH3:21])[CH2:17][CH:18]([N:20]=[C:1]([CH3:2])[CH2:4][C:5](=[O:7])[CH3:6])[CH3:19].